Task: Regression. Given a peptide amino acid sequence and an MHC pseudo amino acid sequence, predict their binding affinity value. This is MHC class II binding data.. Dataset: Peptide-MHC class II binding affinity with 134,281 pairs from IEDB (1) The peptide sequence is RSIQDNQVAYLIIGIK. The MHC is DRB1_0901 with pseudo-sequence DRB1_0901. The binding affinity (normalized) is 0.492. (2) The peptide sequence is ATSPTAEGGKATTEE. The MHC is DRB5_0101 with pseudo-sequence DRB5_0101. The binding affinity (normalized) is 0.154. (3) The peptide sequence is ALVGAALHPFALLLV. The MHC is HLA-DQA10201-DQB10303 with pseudo-sequence HLA-DQA10201-DQB10303. The binding affinity (normalized) is 0.671. (4) The peptide sequence is YLPKPPKPVSKLRLATPLLLQALPL. The MHC is H-2-IAb with pseudo-sequence H-2-IAb. The binding affinity (normalized) is 0.650.